This data is from Retrosynthesis with 50K atom-mapped reactions and 10 reaction types from USPTO. The task is: Predict the reactants needed to synthesize the given product. (1) Given the product COC(=O)[C@H](Cc1ccc(-c2ccccc2OC)cc1)NC(=O)c1ccc(N)cc1Cl, predict the reactants needed to synthesize it. The reactants are: COC(=O)[C@H](Cc1ccc(-c2ccccc2OC)cc1)NC(=O)c1ccc([N+](=O)[O-])cc1Cl. (2) The reactants are: CCOC(=O)c1cc2cc(CO)ccn2c1C(C)C.CS(=O)(=O)Cl. Given the product CCOC(=O)c1cc2cc(COS(C)(=O)=O)ccn2c1C(C)C, predict the reactants needed to synthesize it. (3) Given the product Cc1cc(NS(=O)(=O)c2cccc(Cl)c2)c2c(-c3ccc(C)o3)c(C)sc2n1, predict the reactants needed to synthesize it. The reactants are: Cc1cc(NS(=O)(=O)c2cccc(Cl)c2)c2c(Br)c(C)sc2n1.Cc1ccc(B2OC(C)(C)C(C)(C)O2)o1. (4) Given the product CCc1noc(CC)c1CSc1nc(C)cc(O)n1, predict the reactants needed to synthesize it. The reactants are: CCc1noc(CC)c1CBr.Cc1cc(O)nc(S)n1. (5) Given the product c1ccc(Oc2cccc(CN[C@H]3CCCc4ccccc43)c2)cc1, predict the reactants needed to synthesize it. The reactants are: N[C@H]1CCCc2ccccc21.O=Cc1cccc(Oc2ccccc2)c1. (6) Given the product CCCCC(CC)C(O)CCC1CCC(O)C1CCCCCCC(=O)O, predict the reactants needed to synthesize it. The reactants are: CCCCC(CC)C(O)C=CC1CCC(O)C1CCCCCCC(=O)O. (7) The reactants are: COc1cc(N2CCC(N3CC[C@H](F)C3)CC2)ccc1[N+](=O)[O-]. Given the product COc1cc(N2CCC(N3CC[C@H](F)C3)CC2)ccc1N, predict the reactants needed to synthesize it.